Dataset: NCI-60 drug combinations with 297,098 pairs across 59 cell lines. Task: Regression. Given two drug SMILES strings and cell line genomic features, predict the synergy score measuring deviation from expected non-interaction effect. (1) Synergy scores: CSS=17.9, Synergy_ZIP=-4.07, Synergy_Bliss=-0.753, Synergy_Loewe=-1.81, Synergy_HSA=-1.90. Drug 2: CN1C2=C(C=C(C=C2)N(CCCl)CCCl)N=C1CCCC(=O)O.Cl. Drug 1: C1CCN(CC1)CCOC2=CC=C(C=C2)C(=O)C3=C(SC4=C3C=CC(=C4)O)C5=CC=C(C=C5)O. Cell line: HOP-92. (2) Drug 1: CC1=C(C=C(C=C1)NC2=NC=CC(=N2)N(C)C3=CC4=NN(C(=C4C=C3)C)C)S(=O)(=O)N.Cl. Drug 2: CC(CN1CC(=O)NC(=O)C1)N2CC(=O)NC(=O)C2. Cell line: UACC-257. Synergy scores: CSS=13.1, Synergy_ZIP=1.16, Synergy_Bliss=3.88, Synergy_Loewe=2.15, Synergy_HSA=2.40. (3) Drug 1: COC1=CC(=CC(=C1O)OC)C2C3C(COC3=O)C(C4=CC5=C(C=C24)OCO5)OC6C(C(C7C(O6)COC(O7)C8=CC=CS8)O)O. Drug 2: C1=CC=C(C=C1)NC(=O)CCCCCCC(=O)NO. Cell line: UACC-257. Synergy scores: CSS=21.5, Synergy_ZIP=-7.17, Synergy_Bliss=-1.24, Synergy_Loewe=-1.84, Synergy_HSA=1.05.